This data is from CYP1A2 inhibition data for predicting drug metabolism from PubChem BioAssay. The task is: Regression/Classification. Given a drug SMILES string, predict its absorption, distribution, metabolism, or excretion properties. Task type varies by dataset: regression for continuous measurements (e.g., permeability, clearance, half-life) or binary classification for categorical outcomes (e.g., BBB penetration, CYP inhibition). Dataset: cyp1a2_veith. (1) The compound is CC(C)c1ccc(O)c(NC(=O)c2ncn[nH]2)c1. The result is 1 (inhibitor). (2) The molecule is N[C@H](CCC(=O)N[C@H](CSN=O)C(=O)NCC(=O)O)C(=O)O. The result is 0 (non-inhibitor). (3) The molecule is CS(=O)(=O)Nc1cccc(-c2cncnc2-n2ccnc2)c1. The result is 1 (inhibitor). (4) The result is 0 (non-inhibitor). The drug is COc1ccc(/C=N/NC(=O)c2cc(-c3ccc(C)cc3C)nc3ccccc23)cc1COC(C)=O. (5) The result is 1 (inhibitor). The compound is Cc1noc(C)c1-c1cc(Nc2ccc(F)cc2)ncn1.